From a dataset of Forward reaction prediction with 1.9M reactions from USPTO patents (1976-2016). Predict the product of the given reaction. (1) Given the reactants [OH:1][C@@H:2]1[CH2:11][CH2:10][C:9]2[C:4](=[CH:5][C:6]([F:13])=[CH:7][C:8]=2[F:12])[CH2:3]1.CCN(CC)CC.[CH3:21][S:22](Cl)(=[O:24])=[O:23].O, predict the reaction product. The product is: [CH3:21][S:22]([O:1][C@@H:2]1[CH2:11][CH2:10][C:9]2[C:4](=[CH:5][C:6]([F:13])=[CH:7][C:8]=2[F:12])[CH2:3]1)(=[O:24])=[O:23]. (2) Given the reactants [CH3:1][CH:2]([CH3:16])[CH2:3][CH2:4][O:5][C:6]1[CH:12]=[CH:11][C:9]([NH2:10])=[C:8]([N+:13]([O-:15])=[O:14])[CH:7]=1.CCN(C(C)C)C(C)C.[CH3:26][O:27][C:28]1[CH:29]=[C:30]([CH:36]=[CH:37][CH:38]=1)[O:31][CH2:32][C:33](Cl)=[O:34], predict the reaction product. The product is: [CH3:1][CH:2]([CH3:16])[CH2:3][CH2:4][O:5][C:6]1[CH:12]=[CH:11][C:9]([NH:10][C:33](=[O:34])[CH2:32][O:31][C:30]2[CH:36]=[CH:37][CH:38]=[C:28]([O:27][CH3:26])[CH:29]=2)=[C:8]([N+:13]([O-:15])=[O:14])[CH:7]=1. (3) Given the reactants [Cl:1][C:2]1[S:6][C:5]([C:7]([NH:9][C@@H:10]([CH2:23][C:24]2[CH:29]=[CH:28][CH:27]=[C:26]([F:30])[CH:25]=2)[CH2:11][N:12]2C(=O)C3C(=CC=CC=3)C2=O)=[O:8])=[CH:4][C:3]=1[C:31]1[N:35]([CH3:36])[N:34]=[CH:33][CH:32]=1.NN, predict the reaction product. The product is: [NH2:12][CH2:11][C@@H:10]([NH:9][C:7]([C:5]1[S:6][C:2]([Cl:1])=[C:3]([C:31]2[N:35]([CH3:36])[N:34]=[CH:33][CH:32]=2)[CH:4]=1)=[O:8])[CH2:23][C:24]1[CH:29]=[CH:28][CH:27]=[C:26]([F:30])[CH:25]=1. (4) Given the reactants [F:1][C:2]([F:24])([F:23])[C:3]1[CH:4]=[C:5]([CH:16]=[C:17]([C:19]([F:22])([F:21])[F:20])[CH:18]=1)[CH2:6][NH:7][C:8]1[N:9]=[N:10][N:11]([CH2:13][CH2:14][OH:15])[N:12]=1.[O:25]1[CH:30]=[CH:29][CH2:28][CH2:27][CH2:26]1.C1(C)C=CC(S([O-])(=O)=O)=CC=1.[NH+]1C=CC=CC=1, predict the reaction product. The product is: [F:20][C:19]([F:21])([F:22])[C:17]1[CH:16]=[C:5]([CH:4]=[C:3]([C:2]([F:1])([F:23])[F:24])[CH:18]=1)[CH2:6][NH:7][C:8]1[N:9]=[N:10][N:11]([CH2:13][CH2:14][O:15][CH:26]2[CH2:27][CH2:28][CH2:29][CH2:30][O:25]2)[N:12]=1. (5) Given the reactants Br[C:2]1[CH:7]=[CH:6][N:5]=[C:4]2[N:8]([S:14]([C:17]3[CH:22]=[CH:21][CH:20]=[CH:19][CH:18]=3)(=[O:16])=[O:15])[C:9]([CH:11]([F:13])[F:12])=[CH:10][C:3]=12.[O:23]=[S:24]1(=[O:49])[CH2:29][CH2:28][CH:27]([NH:30][S:31]([C:34]2[CH:39]=[CH:38][C:37](B3OC(C)(C)C(C)(C)O3)=[CH:36][CH:35]=2)(=[O:33])=[O:32])[CH2:26][CH2:25]1.C(=O)([O-])[O-].[Na+].[Na+].C(Cl)Cl, predict the reaction product. The product is: [F:12][CH:11]([F:13])[C:9]1[N:8]([S:14]([C:17]2[CH:22]=[CH:21][CH:20]=[CH:19][CH:18]=2)(=[O:16])=[O:15])[C:4]2=[N:5][CH:6]=[CH:7][C:2]([C:37]3[CH:36]=[CH:35][C:34]([S:31]([NH:30][CH:27]4[CH2:26][CH2:25][S:24](=[O:23])(=[O:49])[CH2:29][CH2:28]4)(=[O:32])=[O:33])=[CH:39][CH:38]=3)=[C:3]2[CH:10]=1. (6) Given the reactants Br[C:2]1[S:6][C:5]([N:7]2[CH2:13][CH2:12][CH2:11][NH:10][C:9](=[O:14])[CH2:8]2)=[N:4][CH:3]=1.[NH2:15][C:16]1[CH:17]=[C:18](B(O)O)[CH:19]=[C:20]([N+:22]([O-:24])=[O:23])[CH:21]=1.C(=O)([O-])[O-].[Na+].[Na+], predict the reaction product. The product is: [NH2:15][C:16]1[CH:17]=[C:18]([C:2]2[S:6][C:5]([N:7]3[CH2:13][CH2:12][CH2:11][NH:10][C:9](=[O:14])[CH2:8]3)=[N:4][CH:3]=2)[CH:19]=[C:20]([N+:22]([O-:24])=[O:23])[CH:21]=1.